From a dataset of Forward reaction prediction with 1.9M reactions from USPTO patents (1976-2016). Predict the product of the given reaction. The product is: [NH2:7][CH2:6][CH2:5][CH2:4][CH2:3][CH2:2][C:10](=[O:9])[CH2:11][S:12][C:13]([C:14]1[CH:19]=[CH:18][CH:17]=[CH:16][CH:15]=1)([C:20]1[CH:21]=[CH:22][CH:23]=[CH:24][CH:25]=1)[C:26]1[CH:31]=[CH:30][CH:29]=[CH:28][CH:27]=1. Given the reactants N[CH2:2][CH2:3][CH2:4][CH2:5][CH2:6][NH2:7].C[O:9][C:10](=O)[CH2:11][S:12][C:13]([C:26]1[CH:31]=[CH:30][CH:29]=[CH:28][CH:27]=1)([C:20]1[CH:25]=[CH:24][CH:23]=[CH:22][CH:21]=1)[C:14]1[CH:19]=[CH:18][CH:17]=[CH:16][CH:15]=1.CO, predict the reaction product.